Task: Predict which catalyst facilitates the given reaction.. Dataset: Catalyst prediction with 721,799 reactions and 888 catalyst types from USPTO (1) Reactant: [CH3:1][N:2]([CH3:19])[CH2:3][CH:4]([C:12]1[CH:17]=[CH:16][C:15]([OH:18])=[CH:14][CH:13]=1)[C:5]1([OH:11])[CH2:10][CH2:9][CH2:8][CH2:7][CH2:6]1.[C:20]([O:26][CH2:27]Cl)(=[O:25])[C:21]([CH3:24])([CH3:23])[CH3:22].C([O-])([O-])=O.[K+].[K+]. Product: [C:20]([O:26][CH2:27][O:18][C:15]1[CH:14]=[CH:13][C:12]([CH:4]([C:5]2([OH:11])[CH2:10][CH2:9][CH2:8][CH2:7][CH2:6]2)[CH2:3][N:2]([CH3:1])[CH3:19])=[CH:17][CH:16]=1)(=[O:25])[C:21]([CH3:24])([CH3:23])[CH3:22]. The catalyst class is: 10. (2) Reactant: Cl[C:2]1[N:7]2[N:8]=[C:9]([C:11]3[O:12][CH:13]=[CH:14][CH:15]=3)[CH:10]=[C:6]2[N:5]=[C:4]([CH3:16])[C:3]=1[CH:17]([CH2:22][CH2:23][CH3:24])[C:18]([O:20][CH3:21])=[O:19].[CH3:25][C:26]1[CH:31]=[CH:30][C:29](B(O)O)=[CH:28][CH:27]=1.C(N(C(C)C)CC)(C)C. Product: [O:12]1[CH:13]=[CH:14][CH:15]=[C:11]1[C:9]1[CH:10]=[C:6]2[N:5]=[C:4]([CH3:16])[C:3]([CH:17]([CH2:22][CH2:23][CH3:24])[C:18]([O:20][CH3:21])=[O:19])=[C:2]([C:29]3[CH:30]=[CH:31][C:26]([CH3:25])=[CH:27][CH:28]=3)[N:7]2[N:8]=1. The catalyst class is: 149.